The task is: Predict the reactants needed to synthesize the given product.. This data is from Full USPTO retrosynthesis dataset with 1.9M reactions from patents (1976-2016). Given the product [CH3:1][C:2]1[CH:7]=[CH:6][N:5]2[C:8]([C:11]([OH:13])=[O:12])=[CH:9][N:10]=[C:4]2[CH:3]=1, predict the reactants needed to synthesize it. The reactants are: [CH3:1][C:2]1[CH:7]=[CH:6][N:5]2[C:8]([C:11]([O:13]CC)=[O:12])=[CH:9][N:10]=[C:4]2[CH:3]=1.[Li+].[OH-].